From a dataset of Retrosynthesis with 50K atom-mapped reactions and 10 reaction types from USPTO. Predict the reactants needed to synthesize the given product. (1) The reactants are: CN1CCNCC1.N#CCc1ccc(C(=O)O)cc1. Given the product CN1CCN(C(=O)c2ccc(CC#N)cc2)CC1, predict the reactants needed to synthesize it. (2) Given the product COc1cncc(NC(C(=O)c2c[nH]c3ccc(CCCO)cc23)c2ccc(F)cc2)c1, predict the reactants needed to synthesize it. The reactants are: COc1cncc(NC(C(=O)c2c[nH]c3ccc(CCCOC(C)=O)cc23)c2ccc(F)cc2)c1. (3) Given the product Cc1ccccc1-n1ccc(C(=O)O)n1, predict the reactants needed to synthesize it. The reactants are: CCOC(=O)c1ccn(-c2ccccc2C)n1. (4) Given the product COc1ccc(Cn2c(=Nc3ccc(OC(C)C)c(Cl)c3)n(C)c(=O)n(C[C@H](C)C(=O)O)c2=O)cc1, predict the reactants needed to synthesize it. The reactants are: COC(=O)[C@@H](C)Cn1c(=O)n(C)c(=Nc2ccc(OC(C)C)c(Cl)c2)n(Cc2ccc(OC)cc2)c1=O. (5) Given the product CCN(CCOc1ccccc1)Cc1ccc(COc2cccc3c2CN(C2CCC(=O)NC2=O)C3=O)cc1, predict the reactants needed to synthesize it. The reactants are: CCNCCOc1ccccc1.O=C1CCC(N2Cc3c(OCc4ccc(CBr)cc4)cccc3C2=O)C(=O)N1.